Dataset: Peptide-MHC class I binding affinity with 185,985 pairs from IEDB/IMGT. Task: Regression. Given a peptide amino acid sequence and an MHC pseudo amino acid sequence, predict their binding affinity value. This is MHC class I binding data. (1) The peptide sequence is EEQTDPKTL. The MHC is HLA-B27:05 with pseudo-sequence HLA-B27:05. The binding affinity (normalized) is 0.0847. (2) The peptide sequence is GVFPINESF. The MHC is HLA-A02:06 with pseudo-sequence HLA-A02:06. The binding affinity (normalized) is 0.714.